This data is from Experimentally validated miRNA-target interactions with 360,000+ pairs, plus equal number of negative samples. The task is: Binary Classification. Given a miRNA mature sequence and a target amino acid sequence, predict their likelihood of interaction. (1) The miRNA is mmu-miR-344d-3p with sequence GAUAUAACCACUGCCAGACUGA. The protein sequence of the target gene is MARPDPSAPPSLLLLLLAQLVGRAAAASKAPVCQEITVPMCRGIGYNLTHMPNQFNHDTQDEAGLEVHQFWPLVEIHCSPDLRFFLCSMYTPICLPDYHKPLPPCRSVCERAKAGCSPLMRQYGFAWPERMSCDRLPVLGGDAEVLCMDYNRSEATTASPKSFPAKPTLPGPPGAPSSGGECPSGGPSVCTCREPFVPILKESHPLYNKVRTGQVPNCAVPCYQPSFSPDERTFATFWIGLWSVLCFISTSTTVATFLIDMERFRYPERPIIFLSACYLCVSLGFLVRLVVGHASVACSR.... Result: 1 (interaction). (2) The miRNA is hsa-miR-764 with sequence GCAGGUGCUCACUUGUCCUCCU. The protein sequence of the target gene is MQTFTMVLEEIWTSLFMWFFYALIPCLLTDEVAILPAPQNLSVLSTNMKHLLMWSPVIAPGETVYYSVEYQGEYESLYTSHIWIPSSWCSLTEGPECDVTDDITATVPYNLRVRATLGSQTSAWSILKHPFNRNSTILTRPGMEITKDGFHLVIELEDLGPQFEFLVAYWRREPGAEEHVKMVRSGGIPVHLETMEPGAAYCVKAQTFVKAIGRYSAFSQTECVEVQGEAIPLVLALFAFVGFMLILVVVPLFVWKMGRLLQYSCCPVVVLPDTLKITNSPQKLISCRREEVDACATAVM.... Result: 0 (no interaction). (3) The miRNA is hsa-miR-181a-5p with sequence AACAUUCAACGCUGUCGGUGAGU. The protein sequence of the target gene is MQLYSSVCTHYPAGAPGPTAAAPAPPAAATPFKVSLQPPGAAGAAPEPETGECQPAAAAEHREAAAVPAAKMPAFSSCFEVVSGAAAPASAAAGPPGASCKPPLPPHYTSTAQITVRALGADRLLLHGPDPVPGAAGSAAAPRGRCLLLAPAPAAPVPPRRGSSAWLLEELLRPDCPEPAGLDATREGPDRNFRLSEHRQALAAAKHRGPAATPGSPDPGPGPWGEEHLAERGPRGWERGGDRCDAPGGDAARRPDPEAEAPPAGSIEAAPSSAAEPVIVSRSDPRDEKLALYLAEVEKQ.... Result: 1 (interaction). (4) The miRNA is hsa-miR-335-5p with sequence UCAAGAGCAAUAACGAAAAAUGU. The protein sequence of the target gene is MAFSGSQAPYLSPAVPFSGTIQGGLQDGFQITVNGAVLSSSGTRFAVDFQTGFSGNDIAFHFNPRFEDGGYVVCNTRQKGRWGPEERKMHMPFQKGMPFDLCFLVQSSDFKVMVNGSLFVQYFHRVPFHRVDTISVNGSVQLSYISFQNPRTVPVQPAFSTVPFSQPVCFPPRPRGRRQKPPSVRPANPAPITQTVIHTVQSASGQMFSQTPAIPPMMYPHPAYPMPFITTIPGGLYPSKSIILSGTVLPSAQRFHINLCSGSHIAFHMNPRFDENAVVRNTQINNSWGSEERSLPRKMP.... Result: 1 (interaction). (5) The miRNA is hsa-miR-548y with sequence AAAAGUAAUCACUGUUUUUGCC. The protein sequence of the target gene is MADDLEQQPQGWLSSWLPTWRPTSMSQLKNVEARILQCLQNKFLARYVSLPNQNKIWTVTVSPEQKDRTPLVMVHGFGGGVGLWILNMDSLSARRTLHTFDLLGFGRSSRPTFPRDPEGAEDEFVASIETWRETMGIPTMILLGHSLGGFLATSYSIKYPERVKHLILVDPWGFPLRPTDPSEIRAPPTWVKAVASVLGRSNPLAVLRVAGPWGPGLVQRFRPDFKRKFADFFEDDTISEYIYHCNAQNPSGETAFKAMMESFGWARRPMLERIHLIRKDVPITMIYGANTWIDTSTGKK.... Result: 0 (no interaction). (6) The miRNA is hsa-miR-6765-5p with sequence GUGAGGCGGGGCCAGGAGGGUGUGU. The protein sequence of the target gene is MEKGPVRAPAEKPRGARCSNGFPERDPPRPGPSRPAEKPPRPEAKSAQPADGWKGERPRSEEDNELNLPNLAAAYSSILSSLGENPQRQGLLKTPWRAASAMQFFTKGYQETISDVLNDAIFDEDHDEMVIVKDIDMFSMCEHHLVPFVGKVHIGYLPNKQVLGLSKLARIVEIYSRRLQVQERLTKQIAVAITEALRPAGVGVVVEATHMCMVMRGVQKMNSKTVTSTMLGVFREDPKTREEFLTLIRS. Result: 1 (interaction). (7) The miRNA is hsa-miR-6734-5p with sequence UUGAGGGGAGAAUGAGGUGGAGA. The protein sequence of the target gene is MDHFFIKRKRNSEVKYTEACSSSSVESGIVNSDNIEKNTDSNLQTSTSFEPHFKKKKVSARRYNEDYLKYGFIKCEKPFENDRPQCVICNNILANESLKPSKLKRHLETQHAELIDKPLEYFQRKKKDIKLSTQFLSCSTAVSEKALLSSYLVAYRVAKEKIANTAAEKIILPACLDMVRTIFDDKSADKLKTIPNDNTVSLRICTIAEHLETMLITRLQSGIDFAIQLDESTDIGSCTTLLVYVRYAWQDDFLEDFLCFLNLTSHLSGLDIFTELERRIVGQYKLNWKNCKGITSDGTA.... Result: 0 (no interaction). (8) The miRNA is mmu-miR-30c-5p with sequence UGUAAACAUCCUACACUCUCAGC. The protein sequence of the target gene is MPRSFLVRKPSDPRRKPNYSELQDACVEFTFQQPYDQAHLLAAIPPPEVLNPAASLPTLIWDSLLVPQVRPVAWATLPLRESPKAVELTSLSDEDSGKSSQPPSPPSPAPSSFSSTSASSLEAEAFIAFPGLGQLPKQLARLSVAKDPQSRKIFNCKYCNKEYLSLGALKMHIRSHTLPCVCTTCGKAFSRPWLLQGHVRTHTGEKPFSCSHCNRAFADRSNLRAHLQTHSDVKRYQCQACARTFSRMSLLHKHQESGCSGGPR. Result: 1 (interaction). (9) The miRNA is hsa-miR-361-5p with sequence UUAUCAGAAUCUCCAGGGGUAC. The protein sequence of the target gene is MISSKMMSSNPEEDPLDTFLQYIEDMGMKAYDGLVIQNASDIARENDRLRNETNLAYLKEKNEKRRRQEEAIKRIGGEVGRGHEGSYVGKHFRMGFMTMPAPQDRLPHPCSSGFSVRSQSLHSVGGTDDDSSCGSRRQPPPKPKRDPSTKLSTSSETVSSTAASKSGKTPERTEASAKPRPHSDEYSKKIPPPKPKRNPNTQLSTSFDETYIKKHGPRRTSLPRDSSLSQMGSPAGDPEEEEPVYIEMVGNILRDFRKEDDDQSEAVYEEMKYPIFDDLGQDAKCDFDHHSCSSQCATPT.... Result: 0 (no interaction).